From a dataset of Forward reaction prediction with 1.9M reactions from USPTO patents (1976-2016). Predict the product of the given reaction. (1) Given the reactants [CH3:1][O:2][C:3](=[O:17])[CH2:4][C:5]1[C:9]2[C:10]([CH:15]=[CH2:16])=[CH:11][C:12]([OH:14])=[CH:13][C:8]=2[S:7][CH:6]=1.[CH3:18][C:19]1[C:24]([CH2:25]O)=[CH:23][CH:22]=[C:21]([CH3:27])[N:20]=1.C1CCN(C(N=NC(N2CCCCC2)=O)=O)CC1.C(P(CCCC)CCCC)CCC, predict the reaction product. The product is: [CH3:1][O:2][C:3](=[O:17])[CH2:4][C:5]1[C:9]2[C:10]([CH:15]=[CH2:16])=[CH:11][C:12]([O:14][CH2:25][C:24]3[C:19]([CH3:18])=[N:20][C:21]([CH3:27])=[CH:22][CH:23]=3)=[CH:13][C:8]=2[S:7][CH:6]=1. (2) The product is: [CH:1]1([CH:6]([C:10]2[CH:11]=[CH:12][CH:13]=[CH:14][CH:15]=2)[NH:28][C:30]([C:23]2[CH:24]=[C:25]3[C:20](=[CH:21][CH:22]=2)[NH:19][N:18]=[C:17]3[I:16])=[O:34])[CH2:2][CH2:3][CH2:4][CH2:5]1. Given the reactants [CH:1]1([CH:6]([C:10]2[CH:15]=[CH:14][CH:13]=[CH:12][CH:11]=2)C(O)=O)[CH2:5][CH2:4][CH2:3][CH2:2]1.[I:16][C:17]1[C:25]2[C:20](=[CH:21][CH:22]=[C:23](N)[CH:24]=2)[NH:19][N:18]=1.C[N:28]([C:30]([O:34]N1N=NC2C=CC=CC1=2)=[N+](C)C)C.[B-](F)(F)(F)F.CCN(C(C)C)C(C)C, predict the reaction product. (3) The product is: [CH:4]1([C:7]2[NH:3][N:2]=[C:9]([CH3:10])[CH:8]=2)[CH2:6][CH2:5]1. Given the reactants O.[NH2:2][NH2:3].[CH:4]1([C:7](=O)[CH2:8][C:9](=O)[CH3:10])[CH2:6][CH2:5]1, predict the reaction product. (4) Given the reactants [Cl:1][C:2]1[C:7]([Cl:8])=[C:6]([C:9]([OH:18])([C:14]([F:17])([F:16])[F:15])[C:10]([F:13])([F:12])[F:11])[CH:5]=[CH:4][C:3]=1[C:19]1[S:23][C:22]([C:24](=[O:31])[NH:25][CH2:26][C:27]([OH:30])([CH3:29])[CH3:28])=[N:21][C:20]=1[C:32]([OH:34])=O.Cl.[CH:36]12[NH:42][CH:39]([CH2:40][CH2:41]1)[CH2:38][CH2:37]2.CCN(C(C)C)C(C)C.CN(C(ON1N=NC2C=CC=NC1=2)=[N+](C)C)C.F[P-](F)(F)(F)(F)F, predict the reaction product. The product is: [CH:39]12[N:42]([C:32]([C:20]3[N:21]=[C:22]([C:24]([NH:25][CH2:26][C:27]([OH:30])([CH3:29])[CH3:28])=[O:31])[S:23][C:19]=3[C:3]3[CH:4]=[CH:5][C:6]([C:9]([OH:18])([C:10]([F:13])([F:12])[F:11])[C:14]([F:15])([F:16])[F:17])=[C:7]([Cl:8])[C:2]=3[Cl:1])=[O:34])[CH:36]([CH2:41][CH2:40]1)[CH2:37][CH2:38]2. (5) Given the reactants [F:1][C:2]([F:45])([F:44])[S:3]([O:6][C:7]1[C:8]([CH3:43])([CH3:42])[C@H:9]2[C@:22]([CH3:25])([CH2:23][CH:24]=1)[C@@H:21]1[C@:12]([CH3:41])([C@@:13]3([CH3:40])[C@H:18]([CH2:19][CH2:20]1)[C@H:17]1[C@H:26]([C:29]([CH3:31])=[CH2:30])[CH2:27][CH2:28][C@:16]1([NH:32]C(OC(C)(C)C)=O)[CH2:15][CH2:14]3)[CH2:11][CH2:10]2)(=[O:5])=[O:4].FC(F)(F)C(O)=O, predict the reaction product. The product is: [F:44][C:2]([F:1])([F:45])[S:3]([O:6][C:7]1[C:8]([CH3:43])([CH3:42])[C@H:9]2[C@:22]([CH3:25])([CH2:23][CH:24]=1)[C@@H:21]1[C@:12]([CH3:41])([C@@:13]3([CH3:40])[C@H:18]([CH2:19][CH2:20]1)[C@H:17]1[C@H:26]([C:29]([CH3:31])=[CH2:30])[CH2:27][CH2:28][C@:16]1([NH2:32])[CH2:15][CH2:14]3)[CH2:11][CH2:10]2)(=[O:4])=[O:5]. (6) Given the reactants [Br:1][C:2]1[CH:10]=[CH:9][C:5]([C:6](O)=[O:7])=[C:4]([Cl:11])[CH:3]=1, predict the reaction product. The product is: [Br:1][C:2]1[CH:10]=[CH:9][C:5]([CH2:6][OH:7])=[C:4]([Cl:11])[CH:3]=1.